This data is from Catalyst prediction with 721,799 reactions and 888 catalyst types from USPTO. The task is: Predict which catalyst facilitates the given reaction. Product: [C:12]([O:16][C:17]([N:1]1[CH2:6][CH2:5][CH:4]([C:7]([OH:9])=[O:8])[CH2:3][CH2:2]1)=[O:18])([CH3:15])([CH3:14])[CH3:13]. Reactant: [NH:1]1[CH2:6][CH2:5][CH:4]([C:7]([OH:9])=[O:8])[CH2:3][CH2:2]1.[OH-].[Na+].[C:12]([O:16][C:17](O[C:17]([O:16][C:12]([CH3:15])([CH3:14])[CH3:13])=[O:18])=[O:18])([CH3:15])([CH3:14])[CH3:13]. The catalyst class is: 12.